From a dataset of Full USPTO retrosynthesis dataset with 1.9M reactions from patents (1976-2016). Predict the reactants needed to synthesize the given product. (1) Given the product [Cl:1][C:2]1[CH:7]=[CH:6][C:5]([S:8]([CH3:19])(=[O:10])=[O:9])=[C:4]([F:12])[CH:3]=1, predict the reactants needed to synthesize it. The reactants are: [Cl:1][C:2]1[CH:7]=[CH:6][C:5]([S:8](Cl)(=[O:10])=[O:9])=[C:4]([F:12])[CH:3]=1.S([O-])([O-])=O.[Na+].[Na+].[C:19](=O)(O)[O-].[Na+].IC. (2) The reactants are: [N+:1]([C:4]1[CH:10]=[CH:9][CH:8]=[CH:7][C:5]=1[NH2:6])([O-])=[O:2].[N:11]#[C:12][NH2:13].[OH-].[Na+]. Given the product [NH2:13][C:12]1[N:11]=[N+:1]([O-:2])[C:4]2[CH:10]=[CH:9][CH:8]=[CH:7][C:5]=2[N:6]=1, predict the reactants needed to synthesize it. (3) Given the product [Cl:1][C:2]1[N:7]=[C:6]([CH:8]=[O:9])[CH:5]=[N:4][CH:3]=1, predict the reactants needed to synthesize it. The reactants are: [Cl:1][C:2]1[N:7]=[C:6]([CH2:8][OH:9])[CH:5]=[N:4][CH:3]=1.CC(OI1(OC(C)=O)(OC(C)=O)OC(=O)C2C=CC=CC1=2)=O. (4) Given the product [CH3:18][O:19][CH2:20][CH2:21][C:22]([NH:25][C:15]([C:7]1[CH:6]=[N:5][C:4]([CH:1]2[CH2:2][CH2:3]2)=[C:9]([O:10][CH2:11][CH:12]2[CH2:13][CH2:14]2)[N:8]=1)=[O:17])([CH3:24])[CH3:23], predict the reactants needed to synthesize it. The reactants are: [CH:1]1([C:4]2[N:5]=[CH:6][C:7]([C:15]([OH:17])=O)=[N:8][C:9]=2[O:10][CH2:11][CH:12]2[CH2:14][CH2:13]2)[CH2:3][CH2:2]1.[CH3:18][O:19][CH2:20][CH2:21][C:22]([NH2:25])([CH3:24])[CH3:23]. (5) Given the product [CH2:27]([N:22]([C:18]1[CH:19]=[CH:20][CH:21]=[C:16]([C:14]2[N:6]3[N:7]=[CH:8][C:4]([N+:1]([O-:3])=[O:2])=[C:5]3[N:9]=[CH:12][CH:13]=2)[CH:17]=1)[S:23]([CH3:26])(=[O:24])=[O:25])[CH3:28], predict the reactants needed to synthesize it. The reactants are: [N+:1]([C:4]1[CH:8]=[N:7][NH:6][C:5]=1[NH2:9])([O-:3])=[O:2].CN(C)[CH:12]=[CH:13][C:14]([C:16]1[CH:17]=[C:18]([N:22]([CH2:27][CH3:28])[S:23]([CH3:26])(=[O:25])=[O:24])[CH:19]=[CH:20][CH:21]=1)=O.C(OCC)(=O)C. (6) Given the product [Cl:10][C:11]1[C:12]([F:41])=[C:13]([CH:38]=[CH:39][CH:40]=1)[NH:14][C:15]1[C:24]2[C:19](=[CH:20][C:21]([O:36][CH3:37])=[C:22]([O:25][CH2:26][C@@H:27]3[CH2:31][CH2:30][CH2:29][N:28]3[C:32](=[O:35])[CH2:33][N:6]3[CH2:5][CH:4]4[O:3][CH2:2][O:9][CH:8]4[CH2:7]3)[CH:23]=2)[N:18]=[CH:17][N:16]=1, predict the reactants needed to synthesize it. The reactants are: Cl.[CH2:2]1[O:9][CH:8]2[CH:4]([CH2:5][NH:6][CH2:7]2)[O:3]1.[Cl:10][C:11]1[C:12]([F:41])=[C:13]([CH:38]=[CH:39][CH:40]=1)[NH:14][C:15]1[C:24]2[C:19](=[CH:20][C:21]([O:36][CH3:37])=[C:22]([O:25][CH2:26][C@@H:27]3[CH2:31][CH2:30][CH2:29][N:28]3[C:32](=[O:35])[CH2:33]Cl)[CH:23]=2)[N:18]=[CH:17][N:16]=1.C(N(C(C)C)CC)(C)C. (7) Given the product [Cl:10][C:8]1[C:7]([CH3:11])=[C:6]([CH:12]2[CH2:17][CH2:16][N:15]([C:18]([O:20][C:21]([CH3:22])([CH3:24])[CH3:23])=[O:19])[CH2:14][CH2:13]2)[C:5]([O:25][CH3:26])=[C:4]([CH:2]([NH:1][C:28]2[N:36]=[CH:35][N:34]=[C:33]3[C:29]=2[N:30]=[CH:31][N:32]3[CH:37]2[CH2:42][CH2:41][CH2:40][CH2:39][O:38]2)[CH3:3])[CH:9]=1, predict the reactants needed to synthesize it. The reactants are: [NH2:1][CH:2]([C:4]1[C:5]([O:25][CH3:26])=[C:6]([CH:12]2[CH2:17][CH2:16][N:15]([C:18]([O:20][C:21]([CH3:24])([CH3:23])[CH3:22])=[O:19])[CH2:14][CH2:13]2)[C:7]([CH3:11])=[C:8]([Cl:10])[CH:9]=1)[CH3:3].Cl[C:28]1[N:36]=[CH:35][N:34]=[C:33]2[C:29]=1[N:30]=[CH:31][N:32]2[CH:37]1[CH2:42][CH2:41][CH2:40][CH2:39][O:38]1.C(=O)(O)[O-].[Na+]. (8) Given the product [Cl:10][C:11]1[CH:12]=[C:13]2[C:17](=[CH:18][CH:19]=1)[NH:16][CH:15]=[C:14]2[CH2:20][CH2:21][NH:22][C:23](=[O:32])[C:24]1[CH:29]=[CH:28][C:27]([CH2:30][C:3]2[CH:2]=[N:1][CH:6]=[CH:5][CH:4]=2)=[CH:26][CH:25]=1, predict the reactants needed to synthesize it. The reactants are: [N:1]1[CH:6]=[CH:5][CH:4]=[C:3](B(O)O)[CH:2]=1.[Cl:10][C:11]1[CH:12]=[C:13]2[C:17](=[CH:18][CH:19]=1)[NH:16][CH:15]=[C:14]2[CH2:20][CH2:21][NH:22][C:23](=[O:32])[C:24]1[CH:29]=[CH:28][C:27]([CH2:30]Cl)=[CH:26][CH:25]=1.ClCCl.[I-].[Na+].C(=O)([O-])[O-].[Na+].[Na+]. (9) Given the product [Cl:1][C:2]1[CH:3]=[CH:4][C:5]([CH:8]2[CH:13]([CH2:14][CH2:15][CH3:16])[CH2:12][N:11]([C:17]([O:19][C:20]([CH3:23])([CH3:22])[CH3:21])=[O:18])[CH2:10][CH:9]2[O:24][CH2:31][C:30]2[CH:33]=[CH:34][C:27]([O:26][CH3:25])=[CH:28][CH:29]=2)=[CH:6][CH:7]=1, predict the reactants needed to synthesize it. The reactants are: [Cl:1][C:2]1[CH:7]=[CH:6][C:5]([CH:8]2[CH:13]([CH2:14][CH2:15][CH3:16])[CH2:12][N:11]([C:17]([O:19][C:20]([CH3:23])([CH3:22])[CH3:21])=[O:18])[CH2:10][CH:9]2[OH:24])=[CH:4][CH:3]=1.[CH3:25][O:26][C:27]1[CH:34]=[CH:33][C:30]([CH2:31]Cl)=[CH:29][CH:28]=1.